From a dataset of Peptide-MHC class II binding affinity with 134,281 pairs from IEDB. Regression. Given a peptide amino acid sequence and an MHC pseudo amino acid sequence, predict their binding affinity value. This is MHC class II binding data. The peptide sequence is SLELELIGSKRILDE. The MHC is DRB1_0802 with pseudo-sequence DRB1_0802. The binding affinity (normalized) is 0.0715.